This data is from Catalyst prediction with 721,799 reactions and 888 catalyst types from USPTO. The task is: Predict which catalyst facilitates the given reaction. (1) Reactant: I[C:2]1[C:3]([C:9]([O:11][CH3:12])=[O:10])=[N:4][C:5]([CH3:8])=[CH:6][CH:7]=1.[NH:13]1[CH:17]=[CH:16][CH:15]=[N:14]1.CN(C)[C@@H]1CCCC[C@H]1N.C(=O)([O-])[O-].[Cs+].[Cs+].[Si](C=[N+]=[N-])(C)(C)C. Product: [CH3:8][C:5]1[N:4]=[C:3]([C:9]([O:11][CH3:12])=[O:10])[C:2]([N:13]2[CH:17]=[CH:16][CH:15]=[N:14]2)=[CH:7][CH:6]=1. The catalyst class is: 3. (2) Reactant: [F:1][C:2]([F:26])([F:25])[C:3]1[CH:24]=[CH:23][C:6]([CH2:7][O:8][N:9]=[C:10]([C:13]2[CH:18]=[CH:17][C:16]([NH:19]C(=O)C)=[CH:15][CH:14]=2)[CH2:11][CH3:12])=[CH:5][CH:4]=1.[OH-].[K+]. Product: [F:1][C:2]([F:25])([F:26])[C:3]1[CH:24]=[CH:23][C:6]([CH2:7][O:8][N:9]=[C:10]([C:13]2[CH:18]=[CH:17][C:16]([NH2:19])=[CH:15][CH:14]=2)[CH2:11][CH3:12])=[CH:5][CH:4]=1. The catalyst class is: 40. (3) Reactant: [CH2:1]([O:8][C:9]1[C:14]([Cl:15])=[CH:13][C:12]([C:16]([N:18]2[C:23]3[CH:24]=[CH:25][CH:26]=[CH:27][C:22]=3[O:21][CH2:20][CH2:19]2)=O)=[CH:11][C:10]=1[Cl:28])[C:2]1[CH:7]=[CH:6][CH:5]=[CH:4][CH:3]=1.COC1C=CC(P2(SP(C3C=CC(OC)=CC=3)(=S)S2)=[S:38])=CC=1. Product: [CH2:1]([O:8][C:9]1[C:14]([Cl:15])=[CH:13][C:12]([C:16]([N:18]2[C:23]3[CH:24]=[CH:25][CH:26]=[CH:27][C:22]=3[O:21][CH2:20][CH2:19]2)=[S:38])=[CH:11][C:10]=1[Cl:28])[C:2]1[CH:7]=[CH:6][CH:5]=[CH:4][CH:3]=1. The catalyst class is: 7. (4) Product: [CH3:14][C:11]1[CH:12]=[CH:13][C:8]([NH:7][C:5](=[O:6])[C:4]2[CH:3]=[C:2]([O:1][CH:43]3[CH2:47][CH2:46][NH:45][CH2:44]3)[CH:31]=[C:30]([S:32]([F:36])([F:35])([F:34])([F:37])[F:33])[CH:29]=2)=[CH:9][C:10]=1[N:15]1[C:22]2[N:18]([N:19]=[C:20]([C:23]3[CH:24]=[N:25][CH:26]=[CH:27][CH:28]=3)[CH:21]=2)[CH:17]=[CH:16]1. The catalyst class is: 174. Reactant: [OH:1][C:2]1[CH:3]=[C:4]([CH:29]=[C:30]([S:32]([F:37])([F:36])([F:35])([F:34])[F:33])[CH:31]=1)[C:5]([NH:7][C:8]1[CH:13]=[CH:12][C:11]([CH3:14])=[C:10]([N:15]2[C:22]3[N:18]([N:19]=[C:20]([C:23]4[CH:24]=[N:25][CH:26]=[CH:27][CH:28]=4)[CH:21]=3)[CH:17]=[CH:16]2)[CH:9]=1)=[O:6].CS(O[CH:43]1[CH2:47][CH2:46][N:45](C(OC(C)(C)C)=O)[CH2:44]1)(=O)=O.C(=O)([O-])[O-].[Cs+].[Cs+].[OH-].[Na+].FC(F)(F)C(O)=O. (5) Reactant: [C:9](O[C:9]([O:11][C:12]([CH3:15])([CH3:14])[CH3:13])=[O:10])([O:11][C:12]([CH3:15])([CH3:14])[CH3:13])=[O:10].C(N(CC)CC)C.[CH2:23]1[C:25]2([CH2:30][N:29]([C:31]3[N:32]=[C:33]([C:41]4[C:42](=[O:57])[NH:43][C:44](=[O:56])[C:45]=4[C:46]4[C:54]5[C:49](=[C:50]([CH3:55])[CH:51]=[CH:52][CH:53]=5)[NH:48][CH:47]=4)[C:34]4[C:39]([CH:40]=3)=[CH:38][CH:37]=[CH:36][CH:35]=4)[CH2:28][CH2:27][NH:26]2)[CH2:24]1. Product: [C:12]([O:11][C:9]([N:26]1[CH2:27][CH2:28][N:29]([C:31]2[N:32]=[C:33]([C:41]3[C:42](=[O:57])[NH:43][C:44](=[O:56])[C:45]=3[C:46]3[C:54]4[C:49](=[C:50]([CH3:55])[CH:51]=[CH:52][CH:53]=4)[NH:48][CH:47]=3)[C:34]3[C:39]([CH:40]=2)=[CH:38][CH:37]=[CH:36][CH:35]=3)[CH2:30][C:25]21[CH2:23][CH2:24]2)=[O:10])([CH3:13])([CH3:14])[CH3:15]. The catalyst class is: 1. (6) Reactant: [CH3:1][S:2]([C:5]1[CH:10]=[CH:9][C:8]([CH2:11][C:12](Br)=O)=[CH:7][CH:6]=1)(=[O:4])=[O:3].[C-:15]#[N:16].[K+].Cl.C([OH:21])C. Product: [CH3:1][S:2]([C:5]1[CH:10]=[CH:9][C:8]([C:11](=[O:21])[CH2:12][C:15]#[N:16])=[CH:7][CH:6]=1)(=[O:4])=[O:3]. The catalyst class is: 6. (7) Reactant: C(OC([NH:8][O:9][CH2:10][CH:11]([C:13]1[CH:18]=[CH:17][CH:16]=[CH:15][CH:14]=1)[OH:12])=O)(C)(C)C.Cl. Product: [NH2:8][O:9][CH2:10][CH:11]([C:13]1[CH:18]=[CH:17][CH:16]=[CH:15][CH:14]=1)[OH:12]. The catalyst class is: 28. (8) Reactant: [CH3:1][O:2][C:3]1[CH:8]=[CH:7][C:6]([C@@H:9]([NH:12]C(=O)OC(C)(C)C)[CH2:10][OH:11])=[CH:5][CH:4]=1.[OH-].[Na+]. Product: [NH2:12][C@H:9]([C:6]1[CH:7]=[CH:8][C:3]([O:2][CH3:1])=[CH:4][CH:5]=1)[CH2:10][OH:11]. The catalyst class is: 5. (9) Reactant: [F:1][C:2]1[CH:11]=[C:10]([NH:12][S:13]([C:16]2[CH:21]=[CH:20][C:19]([CH2:22][NH:23][CH3:24])=[CH:18][CH:17]=2)(=[O:15])=[O:14])[CH:9]=[CH:8][C:3]=1[C:4]([O:6]C)=[O:5].C(N(CC)CC)C.[C:32](O[C:32]([O:34][C:35]([CH3:38])([CH3:37])[CH3:36])=[O:33])([O:34][C:35]([CH3:38])([CH3:37])[CH3:36])=[O:33]. Product: [C:35]([O:34][C:32]([N:23]([CH2:22][C:19]1[CH:18]=[CH:17][C:16]([S:13]([NH:12][C:10]2[CH:9]=[CH:8][C:3]([C:4]([OH:6])=[O:5])=[C:2]([F:1])[CH:11]=2)(=[O:14])=[O:15])=[CH:21][CH:20]=1)[CH3:24])=[O:33])([CH3:38])([CH3:37])[CH3:36]. The catalyst class is: 7. (10) Reactant: Br[C:2]1[CH:7]=[C:6]([C:8]([F:11])([F:10])[F:9])[CH:5]=[CH:4][C:3]=1[S:12]([N:15]1[CH2:20][CH2:19][N:18]2[C:21](=[O:28])[C:22]3[CH:27]=[CH:26][CH:25]=[N:24][C:23]=3[CH:17]2[CH2:16]1)(=[O:14])=[O:13].[CH3:29]B1OB(C)OB(C)O1.C(=O)([O-])[O-].[K+].[K+]. Product: [CH3:29][C:2]1[CH:7]=[C:6]([C:8]([F:11])([F:10])[F:9])[CH:5]=[CH:4][C:3]=1[S:12]([N:15]1[CH2:20][CH2:19][N:18]2[C:21](=[O:28])[C:22]3[CH:27]=[CH:26][CH:25]=[N:24][C:23]=3[CH:17]2[CH2:16]1)(=[O:14])=[O:13]. The catalyst class is: 73.